Dataset: Catalyst prediction with 721,799 reactions and 888 catalyst types from USPTO. Task: Predict which catalyst facilitates the given reaction. (1) Reactant: [CH3:1][N:2]1[CH2:7][CH2:6][N:5]([C:8]2[CH:16]=[CH:15][C:11]([C:12]([OH:14])=O)=[CH:10][N:9]=2)[CH2:4][CH2:3]1.C(NC(C)C)(C)C.[CH2:24]([NH2:31])[C:25]1[CH:30]=[CH:29][CH:28]=[CH:27][CH:26]=1.F[P-](F)(F)(F)(F)F.N1(O[P+](N(C)C)(N(C)C)N(C)C)C2C=CC=CC=2N=N1. Product: [CH2:24]([NH:31][C:12](=[O:14])[C:11]1[CH:15]=[CH:16][C:8]([N:5]2[CH2:4][CH2:3][N:2]([CH3:1])[CH2:7][CH2:6]2)=[N:9][CH:10]=1)[C:25]1[CH:30]=[CH:29][CH:28]=[CH:27][CH:26]=1. The catalyst class is: 18. (2) Reactant: C([Mg]Cl)(C)C.Br[C:7]1[CH:12]=[CH:11][C:10]([F:13])=[C:9]([Cl:14])[CH:8]=1.[O:15]=[C:16]1[CH2:19][C:18]2([CH2:24][CH2:23][N:22]([C:25]([O:27][C:28]([CH3:31])([CH3:30])[CH3:29])=[O:26])[CH2:21][CH2:20]2)[CH2:17]1. Product: [Cl:14][C:9]1[CH:8]=[C:7]([C:16]2([OH:15])[CH2:19][C:18]3([CH2:24][CH2:23][N:22]([C:25]([O:27][C:28]([CH3:30])([CH3:29])[CH3:31])=[O:26])[CH2:21][CH2:20]3)[CH2:17]2)[CH:12]=[CH:11][C:10]=1[F:13]. The catalyst class is: 1.